From a dataset of NCI-60 drug combinations with 297,098 pairs across 59 cell lines. Regression. Given two drug SMILES strings and cell line genomic features, predict the synergy score measuring deviation from expected non-interaction effect. (1) Drug 1: CC1CCC2CC(C(=CC=CC=CC(CC(C(=O)C(C(C(=CC(C(=O)CC(OC(=O)C3CCCCN3C(=O)C(=O)C1(O2)O)C(C)CC4CCC(C(C4)OC)O)C)C)O)OC)C)C)C)OC. Drug 2: CC1=C(C(=CC=C1)Cl)NC(=O)C2=CN=C(S2)NC3=CC(=NC(=N3)C)N4CCN(CC4)CCO. Cell line: NCI-H322M. Synergy scores: CSS=-0.920, Synergy_ZIP=-3.51, Synergy_Bliss=-9.03, Synergy_Loewe=-9.83, Synergy_HSA=-8.63. (2) Drug 1: C(=O)(N)NO. Drug 2: C1=NC2=C(N1)C(=S)N=CN2. Cell line: HS 578T. Synergy scores: CSS=16.8, Synergy_ZIP=-4.51, Synergy_Bliss=3.64, Synergy_Loewe=-24.2, Synergy_HSA=0.670. (3) Cell line: A498. Drug 1: C1=C(C(=O)NC(=O)N1)N(CCCl)CCCl. Synergy scores: CSS=3.35, Synergy_ZIP=-5.10, Synergy_Bliss=-3.55, Synergy_Loewe=-10.6, Synergy_HSA=-3.30. Drug 2: CC1=CC=C(C=C1)C2=CC(=NN2C3=CC=C(C=C3)S(=O)(=O)N)C(F)(F)F. (4) Drug 1: CC1OCC2C(O1)C(C(C(O2)OC3C4COC(=O)C4C(C5=CC6=C(C=C35)OCO6)C7=CC(=C(C(=C7)OC)O)OC)O)O. Drug 2: CC1C(C(CC(O1)OC2CC(CC3=C2C(=C4C(=C3O)C(=O)C5=CC=CC=C5C4=O)O)(C(=O)C)O)N)O. Cell line: HS 578T. Synergy scores: CSS=40.0, Synergy_ZIP=-8.94, Synergy_Bliss=-11.4, Synergy_Loewe=-9.11, Synergy_HSA=-5.21. (5) Drug 1: CNC(=O)C1=CC=CC=C1SC2=CC3=C(C=C2)C(=NN3)C=CC4=CC=CC=N4. Drug 2: C1CNP(=O)(OC1)N(CCCl)CCCl. Cell line: UACC62. Synergy scores: CSS=5.90, Synergy_ZIP=-0.510, Synergy_Bliss=1.25, Synergy_Loewe=-0.843, Synergy_HSA=1.33. (6) Drug 1: CS(=O)(=O)C1=CC(=C(C=C1)C(=O)NC2=CC(=C(C=C2)Cl)C3=CC=CC=N3)Cl. Drug 2: CC1CCCC2(C(O2)CC(NC(=O)CC(C(C(=O)C(C1O)C)(C)C)O)C(=CC3=CSC(=N3)C)C)C. Cell line: KM12. Synergy scores: CSS=31.8, Synergy_ZIP=0.277, Synergy_Bliss=5.82, Synergy_Loewe=7.64, Synergy_HSA=7.68. (7) Drug 1: C1=NNC2=C1C(=O)NC=N2. Drug 2: CCC1(C2=C(COC1=O)C(=O)N3CC4=CC5=C(C=CC(=C5CN(C)C)O)N=C4C3=C2)O.Cl. Cell line: ACHN. Synergy scores: CSS=37.0, Synergy_ZIP=7.01, Synergy_Bliss=4.72, Synergy_Loewe=-4.38, Synergy_HSA=-3.55. (8) Cell line: U251. Drug 2: C1CNP(=O)(OC1)N(CCCl)CCCl. Drug 1: CN(C)C1=NC(=NC(=N1)N(C)C)N(C)C. Synergy scores: CSS=-2.15, Synergy_ZIP=2.03, Synergy_Bliss=3.06, Synergy_Loewe=-0.223, Synergy_HSA=0.0994. (9) Drug 2: CC1=C(C(=O)C2=C(C1=O)N3CC4C(C3(C2COC(=O)N)OC)N4)N. Drug 1: CN1C(=O)N2C=NC(=C2N=N1)C(=O)N. Synergy scores: CSS=23.1, Synergy_ZIP=-3.37, Synergy_Bliss=0.952, Synergy_Loewe=-16.1, Synergy_HSA=2.36. Cell line: SK-MEL-28.